This data is from Full USPTO retrosynthesis dataset with 1.9M reactions from patents (1976-2016). The task is: Predict the reactants needed to synthesize the given product. (1) The reactants are: [C:1]([C:5]1[CH:10]=[CH:9][C:8]([NH2:11])=[CH:7][C:6]=1[NH2:12])([CH3:4])([CH3:3])[CH3:2].N1C=CC=CC=1.Cl[C:20]([O:22][CH2:23][C:24]1[CH:29]=[CH:28][CH:27]=[CH:26][CH:25]=1)=[O:21]. Given the product [CH2:23]([O:22][C:20](=[O:21])[NH:11][C:8]1[CH:9]=[CH:10][C:5]([C:1]([CH3:4])([CH3:2])[CH3:3])=[C:6]([NH2:12])[CH:7]=1)[C:24]1[CH:29]=[CH:28][CH:27]=[CH:26][CH:25]=1, predict the reactants needed to synthesize it. (2) Given the product [I:1][C:2]1[C:10]2[C:9](=[O:11])[N:8]([CH3:12])[CH:7]=[N:6][C:5]=2[N:4]([S:19]([C:16]2[CH:17]=[CH:18][C:13]([CH3:23])=[CH:14][CH:15]=2)(=[O:21])=[O:20])[CH:3]=1, predict the reactants needed to synthesize it. The reactants are: [I:1][C:2]1[C:10]2[C:9](=[O:11])[N:8]([CH3:12])[CH:7]=[N:6][C:5]=2[NH:4][CH:3]=1.[C:13]1([CH3:23])[CH:18]=[CH:17][C:16]([S:19](Cl)(=[O:21])=[O:20])=[CH:15][CH:14]=1.C(N(CC)CC)C.